This data is from Reaction yield outcomes from USPTO patents with 853,638 reactions. The task is: Predict the reaction yield, written as a fraction of the theoretical maximum amount of product (1.0 means a 100% yield; for example, 0.34 means a 34% yield). (1) The reactants are C(OC([N:8]1[CH2:13][CH2:12][C:11]2[N:14](COCC[Si](C)(C)C)[N:15]=[C:16]([C:17]3[S:18][CH:19]=[CH:20][N:21]=3)[C:10]=2[CH2:9]1)=O)(C)(C)C.O1CCOCC1. No catalyst specified. The product is [NH:14]1[C:11]2[CH2:12][CH2:13][NH:8][CH2:9][C:10]=2[C:16]([C:17]2[S:18][CH:19]=[CH:20][N:21]=2)=[N:15]1. The yield is 0.989. (2) The reactants are II.[C:3]([O:7][C:8](=[O:80])[CH2:9][CH2:10][C@H:11]1[NH:26][C:25](=[O:27])[CH2:24][C@@H:23](/[CH:28]=[CH:29]/[CH2:30][CH2:31][S:32]C(C2C=CC=CC=2)(C2C=CC=CC=2)C2C=CC=CC=2)[O:22][C:21](=[O:52])[CH2:20][NH:19][C:18](=[O:53])[C@@H:17]([CH:54]([CH3:56])[CH3:55])[NH:16][C:15](=[O:57])[C@@H:14]([CH2:58][S:59]C(C2C=CC=CC=2)(C2C=CC=CC=2)C2C=CC=CC=2)[NH:13][C:12]1=[O:79])([CH3:6])([CH3:5])[CH3:4]. The catalyst is C(Cl)Cl.CO. The product is [C:3]([O:7][C:8](=[O:80])[CH2:9][CH2:10][C@@H:11]1[C:12](=[O:79])[NH:13][C@@H:14]2[CH2:58][S:59][S:32][CH2:31][CH2:30][CH:29]=[CH:28][C@@H:23]([O:22][C:21](=[O:52])[CH2:20][NH:19][C:18](=[O:53])[C@@H:17]([CH:54]([CH3:56])[CH3:55])[NH:16][C:15]2=[O:57])[CH2:24][C:25](=[O:27])[NH:26]1)([CH3:6])([CH3:5])[CH3:4]. The yield is 0.690.